Dataset: Forward reaction prediction with 1.9M reactions from USPTO patents (1976-2016). Task: Predict the product of the given reaction. (1) Given the reactants Cl[C:2]1[C:11]2[C:6](=[CH:7][C:8]([F:14])=[C:9]([O:12][CH3:13])[CH:10]=2)[N:5]=[CH:4][C:3]=1[C:15]#[N:16].[Cl:17][C:18]1[CH:19]=[C:20]([NH2:34])[CH:21]=[CH:22][C:23]=1[S:24][C:25]1[N:26]([CH2:32][CH3:33])[C:27]([CH3:31])=[C:28]([CH3:30])[N:29]=1.Cl.N1C=CC=CC=1, predict the reaction product. The product is: [Cl:17][C:18]1[CH:19]=[C:20]([NH:34][C:2]2[C:11]3[C:6](=[CH:7][C:8]([F:14])=[C:9]([O:12][CH3:13])[CH:10]=3)[N:5]=[CH:4][C:3]=2[C:15]#[N:16])[CH:21]=[CH:22][C:23]=1[S:24][C:25]1[N:26]([CH2:32][CH3:33])[C:27]([CH3:31])=[C:28]([CH3:30])[N:29]=1. (2) Given the reactants C(=O)([O-])[O-].[K+].[K+].[C:7]1([N:13]2[C:17]3([CH2:22][CH2:21][CH2:20][CH2:19][CH2:18]3)[C:16](=[O:23])[NH:15][CH2:14]2)[CH:12]=[CH:11][CH:10]=[CH:9][CH:8]=1.Cl[CH2:25][C:26]([NH:28][C:29]1[C:34]([CH:35]([CH3:37])[CH3:36])=[CH:33][CH:32]=[CH:31][C:30]=1[CH:38]([CH3:40])[CH3:39])=[O:27], predict the reaction product. The product is: [CH:38]([C:30]1[CH:31]=[CH:32][CH:33]=[C:34]([CH:35]([CH3:36])[CH3:37])[C:29]=1[NH:28][C:26](=[O:27])[CH2:25][N:15]1[C:16](=[O:23])[C:17]2([CH2:22][CH2:21][CH2:20][CH2:19][CH2:18]2)[N:13]([C:7]2[CH:8]=[CH:9][CH:10]=[CH:11][CH:12]=2)[CH2:14]1)([CH3:39])[CH3:40]. (3) The product is: [CH3:24][O:23][C:3]1[CH:4]=[C:5]2[C:10](=[CH:11][C:2]=1[O:1][CH2:26][CH2:27][CH2:28][N:29]1[CH:33]=[CH:32][N:31]=[C:30]1[CH3:34])[N:9]=[CH:8][N:7]=[C:6]2[NH:12][C:13]1[CH:14]=[C:15]2[C:19](=[CH:20][CH:21]=1)[NH:18][C:17]([CH3:22])=[CH:16]2. Given the reactants [OH:1][C:2]1[CH:11]=[C:10]2[C:5]([C:6]([NH:12][C:13]3[CH:14]=[C:15]4[C:19](=[CH:20][CH:21]=3)[NH:18][C:17]([CH3:22])=[CH:16]4)=[N:7][CH:8]=[N:9]2)=[CH:4][C:3]=1[O:23][CH3:24].O[CH2:26][CH2:27][CH2:28][N:29]1[CH:33]=[CH:32][N:31]=[C:30]1[CH3:34], predict the reaction product. (4) Given the reactants Br[C:2]1[CH:3]=[CH:4][C:5]2[N:6]([C:8]([C:11]([N:13]3[CH2:18][CH2:17][CH:16]([C:19]4[CH:24]=[C:23]([Cl:25])[CH:22]=[CH:21][C:20]=4[C:26]([F:29])([F:28])[F:27])[CH2:15][CH2:14]3)=[O:12])=[N:9][N:10]=2)[CH:7]=1.[CH3:30][N:31](C=O)C, predict the reaction product. The product is: [Cl:25][C:23]1[CH:22]=[CH:21][C:20]([C:26]([F:29])([F:28])[F:27])=[C:19]([CH:16]2[CH2:17][CH2:18][N:13]([C:11]([C:8]3[N:6]4[CH:7]=[C:2]([C:30]#[N:31])[CH:3]=[CH:4][C:5]4=[N:10][N:9]=3)=[O:12])[CH2:14][CH2:15]2)[CH:24]=1. (5) Given the reactants [F:1][C:2]1[CH:17]=[CH:16][CH:15]=[CH:14][C:3]=1[O:4][CH2:5][CH2:6][CH2:7][CH2:8][CH2:9][CH2:10][CH2:11][CH2:12][NH2:13].Cl[C:19]1[C:28]2[C:23](=[CH:24][CH:25]=[CH:26][CH:27]=2)[N:22]=[CH:21][CH:20]=1.C(OCCCOCCCCCCCCNC1C2C(=CC=CC=2)N=CC=1)C, predict the reaction product. The product is: [F:1][C:2]1[CH:17]=[CH:16][CH:15]=[CH:14][C:3]=1[O:4][CH2:5][CH2:6][CH2:7][CH2:8][CH2:9][CH2:10][CH2:11][CH2:12][NH:13][C:19]1[C:28]2[C:23](=[CH:24][CH:25]=[CH:26][CH:27]=2)[N:22]=[CH:21][CH:20]=1. (6) Given the reactants Cl[C:2]1[CH:7]=[CH:6][N:5]2[N:8]=[CH:9][C:10]([C:11]([NH:13][CH:14]([C:19]3[CH:24]=[CH:23][C:22]([O:25][C:26]([F:29])([F:28])[F:27])=[C:21]([F:30])[CH:20]=3)[C:15]([OH:18])([CH3:17])[CH3:16])=[O:12])=[C:4]2[N:3]=1.[NH:31]1[CH:35]=[CH:34][CH:33]=[N:32]1.C(=O)([O-])[O-].[K+].[K+].CN(C)C=O, predict the reaction product. The product is: [F:30][C:21]1[CH:20]=[C:19]([CH:14]([NH:13][C:11]([C:10]2[CH:9]=[N:8][N:5]3[CH:6]=[CH:7][C:2]([N:31]4[CH:35]=[CH:34][CH:33]=[N:32]4)=[N:3][C:4]=23)=[O:12])[C:15]([OH:18])([CH3:17])[CH3:16])[CH:24]=[CH:23][C:22]=1[O:25][C:26]([F:29])([F:28])[F:27]. (7) Given the reactants [NH2:1][C:2]1[CH:3]=[C:4]([CH:7]=[CH:8][CH:9]=1)[CH2:5][OH:6].C(=O)([O-])[O-].[K+].[K+].CN(C=O)C.Br[CH2:22][C:23]([C:25]1[CH:30]=[CH:29][C:28]([Cl:31])=[CH:27][CH:26]=1)=[O:24], predict the reaction product. The product is: [Cl:31][C:28]1[CH:29]=[CH:30][C:25]([C:23](=[O:24])[CH2:22][NH:1][C:2]2[CH:9]=[CH:8][CH:7]=[C:4]([CH2:5][OH:6])[CH:3]=2)=[CH:26][CH:27]=1.